From a dataset of Peptide-MHC class I binding affinity with 185,985 pairs from IEDB/IMGT. Regression. Given a peptide amino acid sequence and an MHC pseudo amino acid sequence, predict their binding affinity value. This is MHC class I binding data. (1) The peptide sequence is YMIDPSGVSY. The MHC is HLA-B46:01 with pseudo-sequence HLA-B46:01. The binding affinity (normalized) is 0.658. (2) The peptide sequence is GSSDFQVHFLK. The MHC is HLA-A25:01 with pseudo-sequence HLA-A25:01. The binding affinity (normalized) is 0.0847. (3) The peptide sequence is CALPFTSAR. The MHC is HLA-A11:01 with pseudo-sequence HLA-A11:01. The binding affinity (normalized) is 0.468. (4) The peptide sequence is FTFDNSKFV. The MHC is HLA-C15:02 with pseudo-sequence HLA-C15:02. The binding affinity (normalized) is 0.738. (5) The binding affinity (normalized) is 0.434. The MHC is HLA-A24:02 with pseudo-sequence HLA-A24:02. The peptide sequence is AMALSIVSLF.